Dataset: Full USPTO retrosynthesis dataset with 1.9M reactions from patents (1976-2016). Task: Predict the reactants needed to synthesize the given product. (1) Given the product [F:26][C:25]([F:28])([F:27])[C:23]1[CH:22]=[N:21][C:20]2[C:19]([CH:24]=1)=[C:10]1[CH:11]=[CH:12][CH:13]=[CH:14][C:9]1=[N:8][C:29]=2[NH2:30], predict the reactants needed to synthesize it. The reactants are: C(OC([NH:8][C:9]1[CH:14]=[CH:13][CH:12]=[CH:11][C:10]=1B(O)O)=O)(C)(C)C.Cl[C:19]1[C:20]([C:29]#[N:30])=[N:21][CH:22]=[C:23]([C:25]([F:28])([F:27])[F:26])[CH:24]=1.C(=O)([O-])[O-].[K+].[K+]. (2) The reactants are: Cl[C:2]1[N:7]=[N:6][C:5]([O:8][C@H:9]2[CH:14]3[CH2:15][CH2:16][N:11]([CH2:12][CH2:13]3)[CH2:10]2)=[CH:4][CH:3]=1.[NH:17]1[C:25]2[C:20](=[CH:21][C:22](B(O)O)=[CH:23][CH:24]=2)[CH:19]=[CH:18]1. Given the product [NH:17]1[C:25]2[C:20](=[CH:21][C:22]([C:2]3[N:7]=[N:6][C:5]([O:8][C@H:9]4[CH:14]5[CH2:15][CH2:16][N:11]([CH2:12][CH2:13]5)[CH2:10]4)=[CH:4][CH:3]=3)=[CH:23][CH:24]=2)[CH:19]=[CH:18]1, predict the reactants needed to synthesize it. (3) Given the product [Cl:21][C:22]1[CH:27]=[CH:26][CH:25]=[CH:24][C:23]=1[C:2]1[N:3]2[C:8]([CH:9]=[CH:10][CH:11]=1)=[C:7]([C:12]1[C:17]([Cl:18])=[CH:16][CH:15]=[CH:14][C:13]=1[Cl:19])[C:6](=[O:20])[CH:5]=[CH:4]2, predict the reactants needed to synthesize it. The reactants are: Cl[C:2]1[N:3]2[C:8]([CH:9]=[CH:10][CH:11]=1)=[C:7]([C:12]1[C:17]([Cl:18])=[CH:16][CH:15]=[CH:14][C:13]=1[Cl:19])[C:6](=[O:20])[CH:5]=[CH:4]2.[Cl:21][C:22]1[CH:27]=[CH:26][CH:25]=[CH:24][C:23]=1B(O)O.C1(P(C2C=CC=CC=2)C2C=CC=CC=2)C=CC=CC=1.C(=O)([O-])[O-].[Na+].[Na+]. (4) Given the product [CH3:19][C:20]1[CH:25]=[CH:24][CH:23]=[CH:22][C:21]=1[C:26]1[CH:31]=[CH:30][C:29]([C:6]([N:8]2[CH2:12][C:11](=[N:13][O:14][CH3:15])[CH2:10][C@H:9]2[C:16]([O:18][CH3:36])=[O:17])=[O:7])=[C:28]([CH3:35])[CH:27]=1, predict the reactants needed to synthesize it. The reactants are: C(O[C:6]([N:8]1[CH2:12][C:11](=[N:13][O:14][CH3:15])[CH2:10][C@H:9]1[C:16]([OH:18])=[O:17])=[O:7])(C)(C)C.[CH3:19][C:20]1[CH:25]=[CH:24][CH:23]=[CH:22][C:21]=1[C:26]1[CH:31]=[CH:30][C:29](C(O)=O)=[C:28]([CH3:35])[CH:27]=1.[CH3:36]O. (5) Given the product [NH:16]1[C:17]2[C:13](=[CH:12][C:11]([C:10]3[C:4]4[C:5](=[N:6][CH:7]=[C:2]([C:33]5[CH:32]=[CH:46][C:45]([CH:56]=[O:57])=[CH:44][CH:43]=5)[CH:3]=4)[N:8]([S:20]([C:23]4[CH:24]=[CH:25][C:26]([CH3:27])=[CH:28][CH:29]=4)(=[O:21])=[O:22])[CH:9]=3)=[CH:19][CH:18]=2)[CH:14]=[CH:15]1, predict the reactants needed to synthesize it. The reactants are: Br[C:2]1[CH:3]=[C:4]2[C:10]([C:11]3[CH:12]=[C:13]4[C:17](=[CH:18][CH:19]=3)[NH:16][CH:15]=[CH:14]4)=[CH:9][N:8]([S:20]([C:23]3[CH:29]=[CH:28][C:26]([CH3:27])=[CH:25][CH:24]=3)(=[O:22])=[O:21])[C:5]2=[N:6][CH:7]=1.CO[C:32]1[CH:46]=[C:45](B2OC(C)(C)C(C)(C)O2)[CH:44]=[CH:43][C:33]=1OCCN1CCNCC1.[C:56]([O-])([O-])=[O:57].[Na+].[Na+]. (6) Given the product [O:59]1[CH2:60][CH2:61][CH:56]([NH:55][C:20]([C:17]2[S:16][C:15]([CH2:14][CH2:13][C:12]3[C:8]([C:5]4[CH:4]=[CH:3][C:2]([F:1])=[CH:7][N:6]=4)=[N:9][O:10][C:11]=3[CH3:23])=[N:19][CH:18]=2)=[O:22])[CH2:57][CH2:58]1, predict the reactants needed to synthesize it. The reactants are: [F:1][C:2]1[CH:3]=[CH:4][C:5]([C:8]2[C:12]([CH2:13][CH2:14][C:15]3[S:16][C:17]([C:20]([OH:22])=O)=[CH:18][N:19]=3)=[C:11]([CH3:23])[O:10][N:9]=2)=[N:6][CH:7]=1.F[B-](F)(F)F.N1(OC(N(C)C)=[N+](C)C)C2C=CC=CC=2N=N1.C(N(CC)C(C)C)(C)C.[NH2:55][CH:56]1[CH2:61][CH2:60][O:59][CH2:58][CH2:57]1. (7) Given the product [CH2:1]([N:8]1[C:17]2[CH:16]=[CH:15][CH:14]=[CH:13][C:12]=2[C:11]2[O:18][C:19](=[O:24])[C:20]([S:33][C:30]3[CH:31]=[CH:32][C:27]([Cl:26])=[CH:28][CH:29]=3)=[C:21]([OH:22])[C:10]=2[C:9]1=[O:25])[C:2]1[CH:7]=[CH:6][CH:5]=[CH:4][CH:3]=1, predict the reactants needed to synthesize it. The reactants are: [CH2:1]([N:8]1[C:17]2[CH:16]=[CH:15][CH:14]=[CH:13][C:12]=2[C:11]2[O:18][C:19](=[O:24])[C:20](Br)=[C:21]([OH:22])[C:10]=2[C:9]1=[O:25])[C:2]1[CH:7]=[CH:6][CH:5]=[CH:4][CH:3]=1.[Cl:26][C:27]1[CH:32]=[CH:31][C:30]([SH:33])=[CH:29][CH:28]=1.C(=O)([O-])[O-].[K+].[K+].